Dataset: Reaction yield outcomes from USPTO patents with 853,638 reactions. Task: Predict the reaction yield, written as a fraction of the theoretical maximum amount of product (1.0 means a 100% yield; for example, 0.34 means a 34% yield). (1) The reactants are [CH3:1][C:2]1([CH3:10])[O:6][CH:5]([CH2:7][CH2:8][OH:9])[CH2:4][O:3]1.[H-].[Na+].F[C:14]1[C:15]([N+:30]([O-:32])=[O:31])=[C:16]([CH:26]=[C:27]([F:29])[CH:28]=1)[NH:17][C:18]1[CH:23]=[CH:22][C:21]([I:24])=[CH:20][C:19]=1[F:25]. The catalyst is C1COCC1. The product is [CH3:1][C:2]1([CH3:10])[O:6][CH:5]([CH2:7][CH2:8][O:9][C:14]2[C:15]([N+:30]([O-:32])=[O:31])=[C:16]([CH:26]=[C:27]([F:29])[CH:28]=2)[NH:17][C:18]2[CH:23]=[CH:22][C:21]([I:24])=[CH:20][C:19]=2[F:25])[CH2:4][O:3]1. The yield is 0.590. (2) The reactants are [OH:1][C@H:2]1[CH2:19][CH2:18][C@@:17]2([CH3:20])[C:4](=[CH:5][CH2:6][C@@H:7]3[C@@H:16]2[CH2:15][CH2:14][C@@:12]2([CH3:13])[C@H:8]3[CH2:9][CH2:10][C:11]2=[O:21])[CH2:3]1.C1C=C(Cl)C=C(C(OO)=[O:30])C=1.[O-]S([O-])=O.[Na+].[Na+].C([O-])(O)=O.[Na+]. The catalyst is C(Cl)Cl. The product is [OH:1][C@H:2]1[CH2:19][CH2:18][C@@:17]2([CH3:20])[C@:4]3([O:30][C@H:5]3[CH2:6][C@@H:7]3[C@@H:16]2[CH2:15][CH2:14][C@@:12]2([CH3:13])[C@H:8]3[CH2:9][CH2:10][C:11]2=[O:21])[CH2:3]1. The yield is 0.750. (3) The reactants are [CH3:1][O:2][C:3]([C:5]1([C:8]2[CH:13]=[CH:12][C:11]([O:14][CH3:15])=[CH:10][CH:9]=2)[CH2:7][CH2:6]1)=[O:4].[N+:16]([O-])([OH:18])=[O:17].Cl. The catalyst is CC(OC(C)=O)=O.CC(O)=O. The product is [CH3:1][O:2][C:3]([C:5]1([C:8]2[CH:9]=[CH:10][C:11]([O:14][CH3:15])=[C:12]([N+:16]([O-:18])=[O:17])[CH:13]=2)[CH2:6][CH2:7]1)=[O:4]. The yield is 0.980. (4) The reactants are [CH3:1][O:2][C:3]([C:5]1[S:9][C:8]2[C:10]([C:14]([F:17])([F:16])[F:15])=[CH:11][CH:12]=[CH:13][C:7]=2[C:6]=1[CH:18]1[CH2:23][CH2:22][NH:21][CH2:20][CH2:19]1)=[O:4].C(N(CC)CC)C.C1C[O:34][CH2:33][CH2:32]1.C(Cl)(=O)C. The catalyst is C(OCC)(=O)C. The product is [CH3:1][O:2][C:3]([C:5]1[S:9][C:8]2[C:10]([C:14]([F:16])([F:17])[F:15])=[CH:11][CH:12]=[CH:13][C:7]=2[C:6]=1[CH:18]1[CH2:23][CH2:22][N:21]([C:33](=[O:34])[CH3:32])[CH2:20][CH2:19]1)=[O:4]. The yield is 0.880. (5) The reactants are [F:1][C:2]1[CH:3]=[C:4]2[C:8](=[CH:9][CH:10]=1)[NH:7][CH:6]=[C:5]2[CH2:11][CH2:12][CH2:13][NH:14][CH:15]1[CH2:24][C:23]2[C:22]([C:25]([NH2:27])=[O:26])=[CH:21][CH:20]=[CH:19][C:18]=2[O:17][CH2:16]1.[C:28]1(=O)[CH2:31][CH2:30][CH2:29]1.C(O)(=O)C.C([BH3-])#N.[Na+]. The catalyst is CO. The product is [CH:28]1([N:14]([CH2:13][CH2:12][CH2:11][C:5]2[C:4]3[C:8](=[CH:9][CH:10]=[C:2]([F:1])[CH:3]=3)[NH:7][CH:6]=2)[CH:15]2[CH2:24][C:23]3[C:22]([C:25]([NH2:27])=[O:26])=[CH:21][CH:20]=[CH:19][C:18]=3[O:17][CH2:16]2)[CH2:31][CH2:30][CH2:29]1. The yield is 0.800. (6) The reactants are [CH:1]1([N:6]2[C:11]3[N:12]=[C:13]([NH:16][C:17]4[N:22]=[CH:21][C:20]([N:23]5[CH2:28][CH2:27][CH2:26][CH2:25][CH2:24]5)=[CH:19][CH:18]=4)[N:14]=[CH:15][C:10]=3[C:9]([CH3:29])=[C:8]([C:30]([O:32]CC)=[CH2:31])[C:7]2=[O:35])[CH2:5][CH2:4][CH2:3][CH2:2]1.Cl. The catalyst is C(OCC)(=O)C.ClCCl.C([O-])(O)=O.[Na+]. The product is [C:30]([C:8]1[C:7](=[O:35])[N:6]([CH:1]2[CH2:5][CH2:4][CH2:3][CH2:2]2)[C:11]2[N:12]=[C:13]([NH:16][C:17]3[N:22]=[CH:21][C:20]([N:23]4[CH2:24][CH2:25][CH2:26][CH2:27][CH2:28]4)=[CH:19][CH:18]=3)[N:14]=[CH:15][C:10]=2[C:9]=1[CH3:29])(=[O:32])[CH3:31]. The yield is 0.710. (7) The reactants are [CH2:1]([O:3][C:4](=[O:23])[CH2:5][C:6]1[CH:11]=[CH:10][C:9]([NH:12][C:13]([O:15][CH2:16][C:17]2[CH:22]=[CH:21][CH:20]=[CH:19][CH:18]=2)=[O:14])=[CH:8][CH:7]=1)[CH3:2].C=O.[C:26](=O)([O-])[O-].[K+].[K+]. The catalyst is [I-].C([N+](CCCC)(CCCC)CCCC)CCC.C1(C)C=CC=CC=1. The product is [CH2:1]([O:3][C:4](=[O:23])[C:5]([C:6]1[CH:11]=[CH:10][C:9]([NH:12][C:13]([O:15][CH2:16][C:17]2[CH:18]=[CH:19][CH:20]=[CH:21][CH:22]=2)=[O:14])=[CH:8][CH:7]=1)=[CH2:26])[CH3:2]. The yield is 0.450. (8) The catalyst is CCO.Cl. The product is [Br:1][C:2]1[CH:3]=[C:4]([N+:10]([O-:12])=[O:11])[C:5]2[N:9]=[C:13]([CH3:14])[NH:8][C:6]=2[CH:7]=1. The yield is 0.900. The reactants are [Br:1][C:2]1[CH:7]=[C:6]([NH2:8])[C:5]([NH2:9])=[C:4]([N+:10]([O-:12])=[O:11])[CH:3]=1.[CH3:13][C:14](=O)CC(=O)C. (9) The reactants are O[C:2]1[N:7]2[N:8]=[C:9]([C:11]3[CH:16]=[CH:15][C:14]([O:17][CH3:18])=[CH:13][CH:12]=3)[CH:10]=[C:6]2[N:5]=[C:4]([C:19]([O:21][CH2:22][CH3:23])=[O:20])[CH:3]=1.P(Cl)(Cl)([Cl:26])=O. No catalyst specified. The product is [Cl:26][C:2]1[N:7]2[N:8]=[C:9]([C:11]3[CH:16]=[CH:15][C:14]([O:17][CH3:18])=[CH:13][CH:12]=3)[CH:10]=[C:6]2[N:5]=[C:4]([C:19]([O:21][CH2:22][CH3:23])=[O:20])[CH:3]=1. The yield is 0.600. (10) The reactants are [CH3:1][O:2][C:3]1[CH:8]=[CH:7][C:6]([N:9]2[C:13]3[C:14](=[O:27])[N:15]([C:18]4[CH:23]=[CH:22][C:21]([N+:24]([O-])=O)=[CH:20][CH:19]=4)[CH2:16][CH2:17][C:12]=3[C:11]([C:28]([O:30][CH2:31][CH3:32])=[O:29])=[N:10]2)=[CH:5][CH:4]=1.[Cl-].[NH4+].C(Cl)Cl.C1CCCCC1. The catalyst is CO.O.[Fe]. The product is [NH2:24][C:21]1[CH:22]=[CH:23][C:18]([N:15]2[CH2:16][CH2:17][C:12]3[C:11]([C:28]([O:30][CH2:31][CH3:32])=[O:29])=[N:10][N:9]([C:6]4[CH:7]=[CH:8][C:3]([O:2][CH3:1])=[CH:4][CH:5]=4)[C:13]=3[C:14]2=[O:27])=[CH:19][CH:20]=1. The yield is 0.860.